From a dataset of Peptide-MHC class II binding affinity with 134,281 pairs from IEDB. Regression. Given a peptide amino acid sequence and an MHC pseudo amino acid sequence, predict their binding affinity value. This is MHC class II binding data. (1) The peptide sequence is SNMTQRVVIALLVLAKK. The MHC is DRB5_0101 with pseudo-sequence DRB5_0101. The binding affinity (normalized) is 0.898. (2) The peptide sequence is LVNLLIFHINGKIIK. The MHC is DRB1_0401 with pseudo-sequence DRB1_0401. The binding affinity (normalized) is 0.230. (3) The peptide sequence is ISGLKPGVDYTITVY. The MHC is DRB1_1001 with pseudo-sequence DRB1_1001. The binding affinity (normalized) is 0.546. (4) The peptide sequence is QGVTAEITPQASTTE. The MHC is DRB1_1501 with pseudo-sequence DRB1_1501. The binding affinity (normalized) is 0.175. (5) The peptide sequence is GARSLTTLLRALGAQ. The MHC is DRB1_0401 with pseudo-sequence DRB1_0401. The binding affinity (normalized) is 0.350. (6) The binding affinity (normalized) is 0.182. The MHC is DRB1_0101 with pseudo-sequence DRB1_0101. The peptide sequence is VCGMFTNRSGSQQW.